This data is from Catalyst prediction with 721,799 reactions and 888 catalyst types from USPTO. The task is: Predict which catalyst facilitates the given reaction. (1) Reactant: CC1C=CC(S(O[CH2:12][CH2:13][O:14][CH2:15][CH2:16][O:17][CH2:18][CH2:19][O:20][CH2:21][CH2:22][CH2:23][O:24][CH2:25][C:26]2[CH:31]=[CH:30][CH:29]=[CH:28][CH:27]=2)(=O)=O)=CC=1.[N-:32]=[N+:33]=[N-:34].[Na+].O. Product: [N:32]([CH2:12][CH2:13][O:14][CH2:15][CH2:16][O:17][CH2:18][CH2:19][O:20][CH2:21][CH2:22][CH2:23][O:24][CH2:25][C:26]1[CH:31]=[CH:30][CH:29]=[CH:28][CH:27]=1)=[N+:33]=[N-:34]. The catalyst class is: 8. (2) Reactant: [NH2:1][CH:2]1[CH2:8][N:7]([C:9]([O:11][CH2:12][C:13]2[CH:18]=[CH:17][CH:16]=[CH:15][CH:14]=2)=[O:10])[CH2:6][CH2:5][NH:4][C:3]1=O.CSC. Product: [NH2:1][CH:2]1[CH2:8][N:7]([C:9]([O:11][CH2:12][C:13]2[CH:18]=[CH:17][CH:16]=[CH:15][CH:14]=2)=[O:10])[CH2:6][CH2:5][NH:4][CH2:3]1. The catalyst class is: 1. (3) Reactant: [F:1][C:2]1[CH:7]=[C:6]([F:8])[CH:5]=[CH:4][C:3]=1[S:9]([C:12]([F:21])([F:20])[C:13]([F:19])([F:18])[S:14](F)(=[O:16])=[O:15])(=[O:11])=[O:10].[O:22]1CCCC1.O[Li:28].O. Product: [F:1][C:2]1[CH:7]=[C:6]([F:8])[CH:5]=[CH:4][C:3]=1[S:9]([C:12]([F:21])([F:20])[C:13]([F:19])([F:18])[S:14]([O-:22])(=[O:16])=[O:15])(=[O:11])=[O:10].[Li+:28]. The catalyst class is: 6. (4) Reactant: [CH3:1][O:2][C:3]1[CH:4]=[CH:5][C:6]2[O:10][C:9](B(O)O)=[CH:8][C:7]=2[CH:14]=1.I[C:16]1[CH:25]=[CH:24][C:19]([C:20]([O:22][CH3:23])=[O:21])=[CH:18][CH:17]=1. Product: [CH3:23][O:22][C:20](=[O:21])[C:19]1[CH:24]=[CH:25][C:16]([C:9]2[O:10][C:6]3[CH:5]=[CH:4][C:3]([O:2][CH3:1])=[CH:14][C:7]=3[CH:8]=2)=[CH:17][CH:18]=1. The catalyst class is: 780. (5) The catalyst class is: 13. Reactant: [Br:1][C:2]1[CH:3]=[C:4]([C@@H:7]2[CH2:9][C@H:8]2[C:10]([OH:12])=[O:11])[S:5][CH:6]=1.C(C1C=C2C([C@]3(C)[C@@H](CC2)[C@@](CN)(C)CCC3)=CC=1)(C)C.[OH-].[Na+].O. Product: [Br:1][C:2]1[CH:3]=[C:4]([C@@H:7]2[CH2:9][C@H:8]2[C:10]([OH:12])=[O:11])[S:5][CH:6]=1.